From a dataset of Forward reaction prediction with 1.9M reactions from USPTO patents (1976-2016). Predict the product of the given reaction. Given the reactants CC1[N:3]([C:8]2[N:13]=[C:12]([CH2:14][N:15]([S:33]([CH3:36])(=[O:35])=[O:34])[CH2:16][C@@H:17]([C:29]([O:31]C)=[O:30])[NH:18][C:19]([O:21][CH2:22][C:23]3[CH:28]=[CH:27][CH:26]=[CH:25][CH:24]=3)=[O:20])[CH:11]=[C:10]([CH3:37])[CH:9]=2)C(C)=CC=1.Cl.NO.[OH-].[K+].[Cl-].[NH4+], predict the reaction product. The product is: [NH2:3][C:8]1[N:13]=[C:12]([CH2:14][N:15]([S:33]([CH3:36])(=[O:34])=[O:35])[CH2:16][C@@H:17]([C:29]([OH:31])=[O:30])[NH:18][C:19]([O:21][CH2:22][C:23]2[CH:28]=[CH:27][CH:26]=[CH:25][CH:24]=2)=[O:20])[CH:11]=[C:10]([CH3:37])[CH:9]=1.